This data is from Forward reaction prediction with 1.9M reactions from USPTO patents (1976-2016). The task is: Predict the product of the given reaction. (1) The product is: [NH4+:8].[OH-:7].[F:38][C:33]1[CH:32]=[C:31]([C@@H:9]2[CH2:10][CH2:11][C@@:12]3([N:13]([C:17]([O:19][CH2:20][C:21]4[CH:22]=[CH:23][CH:24]=[CH:25][CH:26]=4)=[O:18])[CH2:14][CH2:15][CH2:16]3)[C:27](=[O:29])[NH:8]2)[CH:36]=[C:35]([F:37])[CH:34]=1. Given the reactants Cl.C([S@@]([NH:8][C@H:9]([C:31]1[CH:36]=[C:35]([F:37])[CH:34]=[C:33]([F:38])[CH:32]=1)[CH2:10][CH2:11][C@@:12]1([C:27]([O:29]C)=O)[CH2:16][CH2:15][CH2:14][N:13]1[C:17]([O:19][CH2:20][C:21]1[CH:26]=[CH:25][CH:24]=[CH:23][CH:22]=1)=[O:18])=[O:7])(C)(C)C.C(N(CC)CC)C, predict the reaction product. (2) The product is: [CH:51]1[C:52]2[N:53]([C:2]3[CH:3]=[C:4]4[C:12](=[CH:13][CH:14]=3)[N:11]([C:15]3[CH:32]=[CH:31][C:30]5[C:29]6[C:24](=[CH:25][CH:26]=[CH:27][CH:28]=6)[C:23]6[C:18](=[CH:19][CH:20]=[CH:21][CH:22]=6)[C:17]=5[CH:16]=3)[C:10]3[CH:9]=[C:8]5[C:33]([CH3:40])([CH3:41])[C:34]6[C:39]([C:7]5=[CH:6][C:5]4=3)=[CH:38][CH:37]=[CH:36][CH:35]=6)[C:54]3[C:46](=[CH:45][CH:44]=[CH:43][CH:42]=3)[C:47]=2[CH:48]=[CH:49][CH:50]=1. Given the reactants Br[C:2]1[CH:3]=[C:4]2[C:12](=[CH:13][CH:14]=1)[N:11]([C:15]1[CH:32]=[CH:31][C:30]3[C:29]4[C:24](=[CH:25][CH:26]=[CH:27][CH:28]=4)[C:23]4[C:18](=[CH:19][CH:20]=[CH:21][CH:22]=4)[C:17]=3[CH:16]=1)[C:10]1[CH:9]=[C:8]3[C:33]([CH3:41])([CH3:40])[C:34]4[C:39]([C:7]3=[CH:6][C:5]2=1)=[CH:38][CH:37]=[CH:36][CH:35]=4.[CH:42]1[C:54]2[NH:53][C:52]3[C:47](=[CH:48][CH:49]=[CH:50][CH:51]=3)[C:46]=2[CH:45]=[CH:44][CH:43]=1.C(P(C(C)(C)C)C(C)(C)C)(C)(C)C, predict the reaction product. (3) Given the reactants [CH3:1][S:2][C:3]1[CH:8]=[CH:7][C:6]([C:9]2[NH:10][C:11]([C:23]3[CH:28]=[CH:27][N:26]=[CH:25][CH:24]=3)=[C:12]([C:14]3[CH:19]=[CH:18][CH:17]=[C:16]([N+:20]([O-])=O)[CH:15]=3)[N:13]=2)=[CH:5][CH:4]=1.[OH-].[Na+], predict the reaction product. The product is: [NH2:20][C:16]1[CH:15]=[C:14]([C:12]2[N:13]=[C:9]([C:6]3[CH:7]=[CH:8][C:3]([S:2][CH3:1])=[CH:4][CH:5]=3)[NH:10][C:11]=2[C:23]2[CH:28]=[CH:27][N:26]=[CH:25][CH:24]=2)[CH:19]=[CH:18][CH:17]=1.